Task: Predict which catalyst facilitates the given reaction.. Dataset: Catalyst prediction with 721,799 reactions and 888 catalyst types from USPTO (1) Reactant: [C:1]([O:5][C:6]([NH:8][CH:9]([CH2:22][C:23]1[CH:28]=[CH:27][CH:26]=[CH:25][CH:24]=1)[CH2:10]OS(C1C=CC(C)=CC=1)(=O)=O)=[O:7])([CH3:4])([CH3:3])[CH3:2].[C-:29]#[N:30].[Na+]. Product: [C:1]([O:5][C:6](=[O:7])[NH:8][CH:9]([CH2:22][C:23]1[CH:24]=[CH:25][CH:26]=[CH:27][CH:28]=1)[CH2:10][C:29]#[N:30])([CH3:2])([CH3:3])[CH3:4]. The catalyst class is: 35. (2) Reactant: [CH3:1][CH:2]([CH2:8][CH2:9][CH2:10][CH:11]([CH3:18])[CH2:12][CH2:13][CH2:14][CH:15]([CH3:17])[CH3:16])[CH2:3][CH2:4][CH2:5][CH2:6][OH:7].N1C=CC=CC=1.[C:25]1([CH3:35])[CH:30]=[CH:29][C:28]([S:31](Cl)(=[O:33])=[O:32])=[CH:27][CH:26]=1. Product: [CH3:1][CH:2]([CH2:8][CH2:9][CH2:10][CH:11]([CH3:18])[CH2:12][CH2:13][CH2:14][CH:15]([CH3:17])[CH3:16])[CH2:3][CH2:4][CH2:5][CH2:6][O:7][S:31]([C:28]1[CH:29]=[CH:30][C:25]([CH3:35])=[CH:26][CH:27]=1)(=[O:33])=[O:32]. The catalyst class is: 2. (3) Reactant: [CH2:1]([O:3][C:4]([C:6]1[CH:7]2[N:24]([C:25]([O:27][C:28]([CH3:31])([CH3:30])[CH3:29])=[O:26])[CH:11]([CH2:12][C:13]=1[C:14]1[CH:19]=[CH:18][C:17]([O:20][CH2:21][CH2:22][OH:23])=[CH:16][CH:15]=1)[CH2:10][N:9]([C:32]([O:34][C:35]([CH3:38])([CH3:37])[CH3:36])=[O:33])[CH2:8]2)=[O:5])[CH3:2].[Cl:39][C:40]1[C:45](O)=[C:44]([Cl:47])[CH:43]=[C:42]([CH3:48])[CH:41]=1.C(P(CCCC)CCCC)CCC. Product: [CH2:1]([O:3][C:4]([C:6]1[CH:7]2[N:24]([C:25]([O:27][C:28]([CH3:30])([CH3:31])[CH3:29])=[O:26])[CH:11]([CH2:12][C:13]=1[C:14]1[CH:19]=[CH:18][C:17]([O:20][CH2:21][CH2:22][O:23][C:45]3[C:40]([Cl:39])=[CH:41][C:42]([CH3:48])=[CH:43][C:44]=3[Cl:47])=[CH:16][CH:15]=1)[CH2:10][N:9]([C:32]([O:34][C:35]([CH3:37])([CH3:36])[CH3:38])=[O:33])[CH2:8]2)=[O:5])[CH3:2]. The catalyst class is: 260.